This data is from Forward reaction prediction with 1.9M reactions from USPTO patents (1976-2016). The task is: Predict the product of the given reaction. (1) Given the reactants [Cl:1][C:2]1[S:6][C:5]([C:7]2[O:11][N:10]=[CH:9][C:8]=2[CH2:12]O)=[CH:4][CH:3]=1.O1CCCC1.S(Cl)([Cl:21])=O, predict the reaction product. The product is: [Cl:21][CH2:12][C:8]1[CH:9]=[N:10][O:11][C:7]=1[C:5]1[S:6][C:2]([Cl:1])=[CH:3][CH:4]=1. (2) Given the reactants O[C:2]1[CH:9]=[CH:8][CH:7]=[CH:6][C:3]=1[CH:4]=[O:5].Br[CH2:11][CH2:12][CH2:13][Cl:14].C(=O)([O-])[O-:16].[K+].[K+].O, predict the reaction product. The product is: [Cl:14][CH2:13][CH2:12][CH2:11][O:16][C:3]1([CH:2]=[CH:9][CH:8]=[CH:7][CH2:6]1)[CH:4]=[O:5]. (3) Given the reactants [C:1]1([C:7]2[CH:11]=[C:10]([NH2:12])[NH:9][N:8]=2)[CH:6]=[CH:5][CH:4]=[CH:3][CH:2]=1.[C:13]1(=O)[O:18][C:16](=[O:17])[C:15]2=[CH:19][CH:20]=[CH:21][CH:22]=[C:14]12, predict the reaction product. The product is: [C:1]1([C:7]2[CH:11]=[C:10]([N:12]3[C:16](=[O:17])[C:15]4[C:14](=[CH:22][CH:21]=[CH:20][CH:19]=4)[C:13]3=[O:18])[NH:9][N:8]=2)[CH:2]=[CH:3][CH:4]=[CH:5][CH:6]=1. (4) The product is: [N:27]1([CH2:26][CH2:25][O:1][C:2]2[CH:3]=[CH:4][C:5]3[C:6]4[N:7]([CH2:21][CH2:22][N:23]=4)[C:8]([NH:12][C:13](=[O:20])[C:14]4[CH:19]=[CH:18][CH:17]=[N:16][CH:15]=4)=[N:9][C:10]=3[CH:11]=2)[CH:31]=[CH:30][CH:29]=[CH:28]1. Given the reactants [OH:1][C:2]1[CH:3]=[CH:4][C:5]2[C:6]3[N:7]([CH2:21][CH2:22][N:23]=3)[C:8]([NH:12][C:13](=[O:20])[C:14]3[CH:19]=[CH:18][CH:17]=[N:16][CH:15]=3)=[N:9][C:10]=2[CH:11]=1.Br[CH2:25][CH2:26][N:27]1[CH:31]=[CH:30][CH:29]=[CH:28]1.C(=O)([O-])[O-].[K+].[K+], predict the reaction product. (5) Given the reactants [H-].[Al+3].[Li+].[H-].[H-].[H-].C[O:8][C:9]([C:11]1[C:20]([CH3:21])=[C:19]([O:22][CH2:23][C:24]2[CH:29]=[CH:28][CH:27]=[CH:26][CH:25]=2)[C:18]2[C:13](=[CH:14][CH:15]=[C:16]([F:30])[CH:17]=2)[CH:12]=1)=O.Cl, predict the reaction product. The product is: [CH2:23]([O:22][C:19]1[C:18]2[C:13](=[CH:14][CH:15]=[C:16]([F:30])[CH:17]=2)[CH:12]=[C:11]([CH2:9][OH:8])[C:20]=1[CH3:21])[C:24]1[CH:25]=[CH:26][CH:27]=[CH:28][CH:29]=1.